Dataset: Catalyst prediction with 721,799 reactions and 888 catalyst types from USPTO. Task: Predict which catalyst facilitates the given reaction. (1) Reactant: I[C:2]1[CH:11]=[CH:10][C:5]([C:6]([O:8][CH3:9])=[O:7])=[CH:4][CH:3]=1.[F:12][C:13]([F:24])([F:23])[C:14]1[C:22]2[CH2:21][CH2:20][CH2:19][CH2:18][C:17]=2[NH:16][N:15]=1.N[C@@H]1CCCC[C@H]1N.C(=O)([O-])[O-].[K+].[K+]. Product: [F:24][C:13]([F:12])([F:23])[C:14]1[C:22]2[CH2:21][CH2:20][CH2:19][CH2:18][C:17]=2[N:16]([C:2]2[CH:11]=[CH:10][C:5]([C:6]([O:8][CH3:9])=[O:7])=[CH:4][CH:3]=2)[N:15]=1. The catalyst class is: 185. (2) Reactant: [CH:1]([C:3]1[C:11]2[C:6](=[N:7][CH:8]=[C:9]([O:12][C:13]3[CH:21]=[C:20]4[C:16]([CH2:17][CH2:18][C@H:19]4[NH:22][C:23](=[O:25])[CH3:24])=[CH:15][CH:14]=3)[N:10]=2)[N:5]([CH2:26][O:27][CH2:28][CH2:29][Si:30]([CH3:33])([CH3:32])[CH3:31])[CH:4]=1)=[O:2].NS(O)(=O)=[O:36].[O-]Cl=O.[Na+].OP([O-])(O)=O.[K+]. Product: [C:23]([NH:22][C@H:19]1[C:20]2[C:16](=[CH:15][CH:14]=[C:13]([O:12][C:9]3[N:10]=[C:11]4[C:3]([C:1]([OH:36])=[O:2])=[CH:4][N:5]([CH2:26][O:27][CH2:28][CH2:29][Si:30]([CH3:32])([CH3:31])[CH3:33])[C:6]4=[N:7][CH:8]=3)[CH:21]=2)[CH2:17][CH2:18]1)(=[O:25])[CH3:24]. The catalyst class is: 38. (3) Reactant: [CH3:1][C:2]1[CH:3]=[C:4]([NH2:10])[C:5]([NH2:9])=[CH:6][C:7]=1[CH3:8].Br[CH2:12][CH2:13][CH2:14][CH2:15][CH:16]=[CH2:17].[I-].[Na+].C(N(CC)CC)C. Product: [CH2:17]([NH:9][C:5]1[C:4]([NH2:10])=[CH:3][C:2]([CH3:1])=[C:7]([CH3:8])[CH:6]=1)[CH2:16][CH2:15][CH2:14][CH:13]=[CH2:12]. The catalyst class is: 49.